Dataset: Reaction yield outcomes from USPTO patents with 853,638 reactions. Task: Predict the reaction yield, written as a fraction of the theoretical maximum amount of product (1.0 means a 100% yield; for example, 0.34 means a 34% yield). (1) The reactants are [CH3:1][C@H:2]1[CH2:6][CH2:5][CH2:4][N:3]1[C:7]1[CH:8]=[C:9]([NH:13][C:14]2[C:15]3[N:43]=[CH:42][S:41][C:16]=3[N:17]=[C:18]([C:20]3[CH:21]=[C:22]([CH:38]=[CH:39][CH:40]=3)[CH2:23][NH:24][CH:25]3[CH2:30][CH2:29][N:28](C(OC(C)(C)C)=O)[CH2:27][CH2:26]3)[N:19]=2)[CH:10]=[CH:11][CH:12]=1.[F:44][C:45]([F:50])([F:49])[C:46]([OH:48])=[O:47]. The catalyst is C(Cl)Cl. The product is [F:44][C:45]([F:50])([F:49])[C:46]([OH:48])=[O:47].[CH3:1][C@H:2]1[CH2:6][CH2:5][CH2:4][N:3]1[C:7]1[CH:8]=[C:9]([NH:13][C:14]2[C:15]3[N:43]=[CH:42][S:41][C:16]=3[N:17]=[C:18]([C:20]3[CH:40]=[CH:39][CH:38]=[C:22]([CH2:23][NH:24][CH:25]4[CH2:30][CH2:29][NH:28][CH2:27][CH2:26]4)[CH:21]=3)[N:19]=2)[CH:10]=[CH:11][CH:12]=1. The yield is 0.430. (2) The reactants are [NH2:1][C:2]1[N:3]=[N:4][C:5]([Cl:8])=[CH:6][CH:7]=1.Cl[CH2:10][CH:11]=O.C(=O)(O)[O-].[Na+]. The catalyst is C(O)CCC. The product is [Cl:8][C:5]1[CH:6]=[CH:7][C:2]2[N:3]([CH:10]=[CH:11][N:1]=2)[N:4]=1. The yield is 0.700. (3) The reactants are Br[C:2]1[CH:3]=[C:4]2[C:8](=[CH:9][CH:10]=1)[NH:7][C:6](=[O:11])[C:5]2([CH2:14][CH3:15])[CH2:12][CH3:13].[Cl:16][C:17]1[CH:18]=[C:19](B(O)O)[CH:20]=[CH:21][CH:22]=1.C(=O)([O-])[O-].[K+].[K+]. The catalyst is C(COC)OC.C(O)C.O.C1C=CC([P]([Pd]([P](C2C=CC=CC=2)(C2C=CC=CC=2)C2C=CC=CC=2)([P](C2C=CC=CC=2)(C2C=CC=CC=2)C2C=CC=CC=2)[P](C2C=CC=CC=2)(C2C=CC=CC=2)C2C=CC=CC=2)(C2C=CC=CC=2)C2C=CC=CC=2)=CC=1. The product is [Cl:16][C:17]1[CH:22]=[C:21]([C:2]2[CH:3]=[C:4]3[C:8](=[CH:9][CH:10]=2)[NH:7][C:6](=[O:11])[C:5]3([CH2:14][CH3:15])[CH2:12][CH3:13])[CH:20]=[CH:19][CH:18]=1. The yield is 0.270.